From a dataset of Full USPTO retrosynthesis dataset with 1.9M reactions from patents (1976-2016). Predict the reactants needed to synthesize the given product. (1) The reactants are: CC(OC([N:8]1[CH2:12][C@@H:11]([C:13]([OH:15])=O)[CH2:10][CH2:9]1)=O)(C)C.[CH:16]1([NH2:19])[CH2:18][CH2:17]1.F[P-](F)(F)(F)(F)F.N1(OC(N(C)C)=[N+](C)C)C2N=CC=CC=2N=N1.C(N(CC)C(C)C)(C)C.[ClH:53]. Given the product [ClH:53].[CH:16]1([NH:19][C:13]([C@H:11]2[CH2:10][CH2:9][NH:8][CH2:12]2)=[O:15])[CH2:18][CH2:17]1, predict the reactants needed to synthesize it. (2) The reactants are: [C:1]([O:5][C:6](=[O:22])[NH:7][C:8]1[CH:13]=[CH:12][C:11]([C:14]2[CH:19]=[CH:18][C:17]([F:20])=[CH:16][CH:15]=2)=[CH:10][C:9]=1[NH2:21])([CH3:4])([CH3:3])[CH3:2].CC1(C)[O:29][C:28](=O)[CH:27]=[C:26]([C:31]2[CH:36]=[CH:35][CH:34]=[C:33]([N+:37]([O-:39])=[O:38])[CH:32]=2)[O:25]1. Given the product [C:1]([O:5][C:6](=[O:22])[NH:7][C:8]1[CH:13]=[CH:12][C:11]([C:14]2[CH:15]=[CH:16][C:17]([F:20])=[CH:18][CH:19]=2)=[CH:10][C:9]=1[NH:21][C:28](=[O:29])[CH2:27][C:26]([C:31]1[CH:36]=[CH:35][CH:34]=[C:33]([N+:37]([O-:39])=[O:38])[CH:32]=1)=[O:25])([CH3:4])([CH3:2])[CH3:3], predict the reactants needed to synthesize it.